This data is from Reaction yield outcomes from USPTO patents with 853,638 reactions. The task is: Predict the reaction yield, written as a fraction of the theoretical maximum amount of product (1.0 means a 100% yield; for example, 0.34 means a 34% yield). (1) The reactants are C[Si]([N-][Si](C)(C)C)(C)C.[Li+].F[C:12]1[C:17]([C:18]2[N:23]=[C:22]([CH3:24])[N:21]=[C:20]([N:25]([CH2:35][C:36]3[CH:41]=[CH:40][C:39]([O:42][CH3:43])=[CH:38][CH:37]=3)[CH2:26][C:27]3[CH:32]=[CH:31][C:30]([O:33][CH3:34])=[CH:29][CH:28]=3)[N:19]=2)=[CH:16][C:15]([C@H:44]([N:46]2[CH2:51][CH2:50][N:49]([S:52]([CH3:55])(=[O:54])=[O:53])[CH2:48][CH2:47]2)[CH3:45])=[CH:14][N:13]=1.[F:56][C:57]1[CH:58]=[C:59]([NH2:65])[CH:60]=[N:61][C:62]=1[O:63][CH3:64]. The catalyst is C1COCC1. The product is [F:56][C:57]1[CH:58]=[C:59]([NH:65][C:12]2[C:17]([C:18]3[N:23]=[C:22]([CH3:24])[N:21]=[C:20]([N:25]([CH2:35][C:36]4[CH:37]=[CH:38][C:39]([O:42][CH3:43])=[CH:40][CH:41]=4)[CH2:26][C:27]4[CH:28]=[CH:29][C:30]([O:33][CH3:34])=[CH:31][CH:32]=4)[N:19]=3)=[CH:16][C:15]([C@H:44]([N:46]3[CH2:47][CH2:48][N:49]([S:52]([CH3:55])(=[O:53])=[O:54])[CH2:50][CH2:51]3)[CH3:45])=[CH:14][N:13]=2)[CH:60]=[N:61][C:62]=1[O:63][CH3:64]. The yield is 0.900. (2) The reactants are [CH2:1]([N:8]1[C:13](=[O:14])[C:12]2[C:15]([CH3:18])=[N:16][S:17][C:11]=2[N:10]=[C:9]1[CH2:19][CH:20]([CH3:22])[CH3:21])[C:2]1[CH:7]=[CH:6][CH:5]=[CH:4][CH:3]=1.C([O-])(=O)C.[Na+].[Br:28]Br.CCOC(C)=O. The catalyst is C(O)(=O)C. The product is [CH2:1]([N:8]1[C:13](=[O:14])[C:12]2[C:15]([CH3:18])=[N:16][S:17][C:11]=2[N:10]=[C:9]1[CH:19]([Br:28])[CH:20]([CH3:22])[CH3:21])[C:2]1[CH:3]=[CH:4][CH:5]=[CH:6][CH:7]=1. The yield is 0.990. (3) The reactants are [Br:1][C:2]1[CH:7]=[C:6]([CH:8]([OH:10])[CH3:9])[C:5]([F:11])=[CH:4][N:3]=1.I(C1C=CC=CC=1C(O)=O)(=O)=O. The catalyst is C(OCC)(=O)C. The product is [Br:1][C:2]1[CH:7]=[C:6]([C:8](=[O:10])[CH3:9])[C:5]([F:11])=[CH:4][N:3]=1. The yield is 0.920. (4) The reactants are [C:1]([N:5]1[C:9]2=[N:10][C:11]([NH:14][C:15](=[O:23])[C:16]3[CH:21]=[CH:20][C:19]([CH3:22])=[CH:18][CH:17]=3)=[CH:12][CH:13]=[C:8]2[C:7]([C:24](O)=[O:25])=[CH:6]1)([CH3:4])([CH3:3])[CH3:2].[CH:27]([NH2:30])([CH3:29])[CH3:28].F[P-](F)(F)(F)(F)F.C[N+](C)=C(N(C)C)ON1C2N=CC=CC=2N=N1.C(N(CC)CC)C. The catalyst is CN(C=O)C. The product is [CH:27]([NH:30][C:24]([C:7]1[C:8]2[C:9](=[N:10][C:11]([NH:14][C:15](=[O:23])[C:16]3[CH:21]=[CH:20][C:19]([CH3:22])=[CH:18][CH:17]=3)=[CH:12][CH:13]=2)[N:5]([C:1]([CH3:2])([CH3:4])[CH3:3])[CH:6]=1)=[O:25])([CH3:29])[CH3:28]. The yield is 0.110.